Predict the product of the given reaction. From a dataset of Forward reaction prediction with 1.9M reactions from USPTO patents (1976-2016). (1) Given the reactants [CH:1]([C:4]1[C:8]([CH:9]=O)=[CH:7][N:6]([C:11]2[CH:16]=[CH:15][N:14]=[C:13]([NH:17][C:18]3[CH:23]=[C:22]([N+:24]([O-])=O)[C:21]([N:27]4[CH2:31][CH2:30][CH2:29][CH2:28]4)=[CH:20][C:19]=3[O:32][CH3:33])[N:12]=2)[N:5]=1)([CH3:3])[CH3:2].[CH3:34][NH:35][CH3:36], predict the reaction product. The product is: [CH3:34][N:35]([CH2:9][C:8]1[C:4]([CH:1]([CH3:3])[CH3:2])=[N:5][N:6]([C:11]2[CH:16]=[CH:15][N:14]=[C:13]([NH:17][C:18]3[C:19]([O:32][CH3:33])=[CH:20][C:21]([N:27]4[CH2:31][CH2:30][CH2:29][CH2:28]4)=[C:22]([NH:24][C:19](=[O:32])[CH:18]=[CH2:23])[CH:23]=3)[N:12]=2)[CH:7]=1)[CH3:36]. (2) Given the reactants [CH3:1][O:2][C:3]1[CH:10]=[CH:9][C:6]([CH:7]=O)=[CH:5][CH:4]=1.[C:11]([O:22][Si:23]([CH3:27])([CH3:26])[CH2:24][CH3:25])(=[O:21])[CH2:12][C:13]([O:15][Si:16]([CH3:20])([CH3:19])[CH2:17][CH3:18])=[O:14].N1CCCCC1.C(O)(=O)C, predict the reaction product. The product is: [CH3:1][O:2][C:3]1[CH:10]=[CH:9][C:6]([CH:7]=[C:12]([C:11]([O:22][Si:23]([CH3:27])([CH3:26])[CH2:24][CH3:25])=[O:21])[C:13]([O:15][Si:16]([CH3:19])([CH3:20])[CH2:17][CH3:18])=[O:14])=[CH:5][CH:4]=1. (3) Given the reactants Br[C:2]1[S:6][C:5]([C:7]([OH:9])=[O:8])=[CH:4][CH:3]=1.[C:10]1([OH:16])[CH:15]=[CH:14][CH:13]=[CH:12][CH:11]=1.C([O-])([O-])=O.[Na+].[Na+].O, predict the reaction product. The product is: [OH:16][C:10]1[CH:15]=[CH:14][CH:13]=[CH:12][C:11]=1[C:2]1[S:6][C:5]([C:7]([OH:9])=[O:8])=[CH:4][CH:3]=1. (4) Given the reactants [N:1]1([C:7]([N:9]2[CH2:14][CH:13]([C:15]3[CH:20]=[CH:19][C:18]([O:21][C:22]([F:25])([F:24])[F:23])=[CH:17][CH:16]=3)[CH2:12][CH:11]([C:26](=[S:28])[NH2:27])[CH2:10]2)=[O:8])[CH2:6][CH2:5][O:4][CH2:3][CH2:2]1.Br[CH2:30][C:31](=O)[C:32]([CH3:35])([CH3:34])[CH3:33], predict the reaction product. The product is: [C:32]([C:31]1[N:27]=[C:26]([CH:11]2[CH2:12][CH:13]([C:15]3[CH:16]=[CH:17][C:18]([O:21][C:22]([F:23])([F:24])[F:25])=[CH:19][CH:20]=3)[CH2:14][N:9]([C:7]([N:1]3[CH2:6][CH2:5][O:4][CH2:3][CH2:2]3)=[O:8])[CH2:10]2)[S:28][CH:30]=1)([CH3:35])([CH3:34])[CH3:33]. (5) Given the reactants [Br:1][C:2]1[CH:7]=[CH:6][C:5]([C:8](=[O:34])[CH2:9][C:10]([C:12]2[C:13](O)=[C:14]([CH:22]3[CH2:26][CH2:25][N:24]([CH3:27])[CH:23]3[CH2:28][O:29]C(=O)C)[C:15]([O:20][CH3:21])=[CH:16][C:17]=2[O:18][CH3:19])=[O:11])=[C:4]([Cl:35])[CH:3]=1.C([O-])(O)=O.[Na+], predict the reaction product. The product is: [Br:1][C:2]1[CH:7]=[CH:6][C:5]([C:8]2[O:34][C:13]3[C:12]([C:10](=[O:11])[CH:9]=2)=[C:17]([O:18][CH3:19])[CH:16]=[C:15]([O:20][CH3:21])[C:14]=3[C@@H:22]2[CH2:26][CH2:25][N:24]([CH3:27])[C@H:23]2[CH2:28][OH:29])=[C:4]([Cl:35])[CH:3]=1.